The task is: Predict the product of the given reaction.. This data is from Forward reaction prediction with 1.9M reactions from USPTO patents (1976-2016). Given the reactants Br[C:2]1[CH:3]=[C:4]([CH:6]=[CH:7][CH:8]=1)[NH2:5].[NH2:9][C:10]1[CH:20]=[CH:19][C:13]([C:14]([O:16][CH2:17][CH3:18])=[O:15])=[CH:12][CH:11]=1.CCCCCC, predict the reaction product. The product is: [NH2:5][C:4]1[CH:3]=[C:2]([NH:9][C:10]2[CH:11]=[CH:12][C:13]([C:14]([O:16][CH2:17][CH3:18])=[O:15])=[CH:19][CH:20]=2)[CH:8]=[CH:7][CH:6]=1.